From a dataset of Forward reaction prediction with 1.9M reactions from USPTO patents (1976-2016). Predict the product of the given reaction. (1) Given the reactants Br[C:2]1[CH:9]=[CH:8][C:5]([C:6]#[N:7])=[C:4]([CH:10]2[CH2:15][C:14]([CH3:29])([S:16]([C:19]3[CH:24]=[CH:23][CH:22]=[C:21]([C:25]([F:28])([F:27])[F:26])[CH:20]=3)(=[O:18])=[O:17])[CH2:13][CH2:12][O:11]2)[CH:3]=1.CCN(C(C)C)C(C)C.CC1(C)C2C(=C(P(C3C=CC=CC=3)C3C=CC=CC=3)C=CC=2)OC2C(P(C3C=CC=CC=3)C3C=CC=CC=3)=CC=CC1=2.[CH3:81][S-:82].[Na+], predict the reaction product. The product is: [CH3:29][C:14]1([S:16]([C:19]2[CH:24]=[CH:23][CH:22]=[C:21]([C:25]([F:26])([F:27])[F:28])[CH:20]=2)(=[O:17])=[O:18])[CH2:13][CH2:12][O:11][CH:10]([C:4]2[CH:3]=[C:2]([S:82][CH3:81])[CH:9]=[CH:8][C:5]=2[C:6]#[N:7])[CH2:15]1. (2) Given the reactants [NH2:1][C:2]1[S:3][C:4]2[C:15](=[O:16])[CH2:14][CH2:13][CH2:12][C:5]=2[C:6]=1[C:7]([O:9]CC)=[O:8].C(OC(C)C)(C)C, predict the reaction product. The product is: [NH2:1][C:2]1[S:3][C:4]2[C:15](=[O:16])[CH2:14][CH2:13][CH2:12][C:5]=2[C:6]=1[C:7]([OH:9])=[O:8]. (3) Given the reactants [CH3:1][O:2][C:3](=[O:22])[CH:4](P(OC)(OC)=O)[NH:5][C:6]([O:8][CH2:9][C:10]1[CH:15]=[CH:14][CH:13]=[CH:12][CH:11]=1)=[O:7].[CH2:23]1[CH2:33][CH2:32]N2C(=NCCC2)[CH2:25][CH2:24]1.C(=O)CCCC, predict the reaction product. The product is: [C:10]1([CH2:9][O:8][C:6]([NH:5]/[C:4](=[CH:25]/[CH2:24][CH2:23][CH2:33][CH3:32])/[C:3]([O:2][CH3:1])=[O:22])=[O:7])[CH:11]=[CH:12][CH:13]=[CH:14][CH:15]=1. (4) Given the reactants [Cl:1][C:2]1[N:7]=[C:6]([N:8]([C:24]([O:26][C:27]([CH3:30])([CH3:29])[CH3:28])=[O:25])[N:9]([C:17]([O:19][C:20]([CH3:23])([CH3:22])[CH3:21])=[O:18])[C:10]([O:12][C:13]([CH3:16])([CH3:15])[CH3:14])=[O:11])[C:5]([F:31])=[C:4](Cl)[N:3]=1.C(N(C(C)C)CC)(C)C.[CH:42]1([NH2:46])[CH2:45][CH2:44][CH2:43]1.CCOCC, predict the reaction product. The product is: [Cl:1][C:2]1[N:7]=[C:6]([N:8]([C:24]([O:26][C:27]([CH3:29])([CH3:28])[CH3:30])=[O:25])[N:9]([C:10]([O:12][C:13]([CH3:15])([CH3:16])[CH3:14])=[O:11])[C:17]([O:19][C:20]([CH3:21])([CH3:23])[CH3:22])=[O:18])[C:5]([F:31])=[C:4]([NH:46][CH:42]2[CH2:45][CH2:44][CH2:43]2)[N:3]=1. (5) Given the reactants O[CH2:2][CH2:3][CH2:4][CH:5]([NH:7][C:8](=[O:14])[O:9][C:10]([CH3:13])([CH3:12])[CH3:11])[CH3:6].C1(P(C2C=CC=CC=2)C2C=CC=CC=2)C=CC=CC=1.C(Br)(Br)(Br)[Br:35], predict the reaction product. The product is: [Br:35][CH2:2][CH2:3][CH2:4][CH:5]([NH:7][C:8](=[O:14])[O:9][C:10]([CH3:13])([CH3:12])[CH3:11])[CH3:6]. (6) The product is: [CH2:13]([O:15][C:16](=[O:26])[CH:17]([NH:18][C:10](=[O:12])[CH2:9][CH2:8][C:5]1[CH:4]=[CH:3][C:2]([OH:1])=[CH:7][CH:6]=1)[CH2:19][CH2:20][C:21]([O:23][CH2:24][CH3:25])=[O:22])[CH3:14]. Given the reactants [OH:1][C:2]1[CH:7]=[CH:6][C:5]([CH2:8][CH2:9][C:10]([OH:12])=O)=[CH:4][CH:3]=1.[CH2:13]([O:15][C:16](=[O:26])[C@H:17]([CH2:19][CH2:20][C:21]([O:23][CH2:24][CH3:25])=[O:22])[NH2:18])[CH3:14], predict the reaction product. (7) Given the reactants [C:1]([CH2:3][C:4]([OH:6])=O)#[N:2].CN(C(ON1N=NC2C=CC=CC1=2)=[N+](C)C)C.[B-](F)(F)(F)F.[NH:29]1[CH2:34][CH2:33][CH2:32][CH:31]([N:35]2[C:39]3[CH:40]=[CH:41][CH:42]=[CH:43][C:38]=3[N:37]=[C:36]2[NH:44][C:45]([C:47]2[S:48][C:49]([C:52]3[CH:53]=[N:54][NH:55][CH:56]=3)=[CH:50][CH:51]=2)=[O:46])[CH2:30]1.CCN(C(C)C)C(C)C, predict the reaction product. The product is: [C:1]([CH2:3][C:4]([N:29]1[CH2:34][CH2:33][CH2:32][CH:31]([N:35]2[C:39]3[CH:40]=[CH:41][CH:42]=[CH:43][C:38]=3[N:37]=[C:36]2[NH:44][C:45]([C:47]2[S:48][C:49]([C:52]3[CH:53]=[N:54][NH:55][CH:56]=3)=[CH:50][CH:51]=2)=[O:46])[CH2:30]1)=[O:6])#[N:2]. (8) Given the reactants [Cl:1][C:2]1[N:7]=[C:6]([C:8]2[S:12][C:11]([CH:13]([CH3:15])[CH3:14])=[N:10][C:9]=2[C:16]2[CH:17]=[C:18]([NH:22][S:23]([C:26]3[C:31](F)=[CH:30][CH:29]=C[C:27]=3F)(=[O:25])=[O:24])[CH:19]=[CH:20][CH:21]=2)[CH:5]=[CH:4][N:3]=1.ClC1N=C(C2SC(C(C)C)=NC=2C2C=C(C=CC=2)N)C=C[N:36]=1.N1C=CC=C(S(Cl)(=O)=O)C=1, predict the reaction product. The product is: [Cl:1][C:2]1[N:7]=[C:6]([C:8]2[S:12][C:11]([CH:13]([CH3:14])[CH3:15])=[N:10][C:9]=2[C:16]2[CH:17]=[C:18]([NH:22][S:23]([C:26]3[CH:27]=[N:36][CH:29]=[CH:30][CH:31]=3)(=[O:25])=[O:24])[CH:19]=[CH:20][CH:21]=2)[CH:5]=[CH:4][N:3]=1.